Dataset: Peptide-MHC class I binding affinity with 185,985 pairs from IEDB/IMGT. Task: Regression. Given a peptide amino acid sequence and an MHC pseudo amino acid sequence, predict their binding affinity value. This is MHC class I binding data. (1) The peptide sequence is NVMDPMHGA. The MHC is HLA-B08:01 with pseudo-sequence HLA-B08:01. The binding affinity (normalized) is 0.213. (2) The peptide sequence is HWMDATFNI. The MHC is HLA-A24:03 with pseudo-sequence HLA-A24:03. The binding affinity (normalized) is 1.00. (3) The peptide sequence is ERLAIRGSL. The MHC is HLA-A03:01 with pseudo-sequence HLA-A03:01. The binding affinity (normalized) is 0.